From a dataset of Forward reaction prediction with 1.9M reactions from USPTO patents (1976-2016). Predict the product of the given reaction. Given the reactants Cl.[NH2:2][C@@H:3]1[CH2:8][CH2:7][C@H:6]([NH:9][C:10]([C:12]2[C:16]3[N:17]=[CH:18][N:19]=[C:20]([C:21]4[CH:26]=[C:25]([O:27][CH3:28])[CH:24]=[CH:23][C:22]=4[O:29][CH2:30][CH:31]4[CH2:33][CH2:32]4)[C:15]=3[NH:14][C:13]=2[CH3:34])=[O:11])[CH2:5][CH2:4]1.C([O:38][CH2:39][C:40](Cl)=[O:41])(=O)C, predict the reaction product. The product is: [CH:31]1([CH2:30][O:29][C:22]2[CH:23]=[CH:24][C:25]([O:27][CH3:28])=[CH:26][C:21]=2[C:20]2[C:15]3[NH:14][C:13]([CH3:34])=[C:12]([C:10]([NH:9][C@H:6]4[CH2:7][CH2:8][C@@H:3]([NH:2][C:39](=[O:38])[CH2:40][OH:41])[CH2:4][CH2:5]4)=[O:11])[C:16]=3[N:17]=[CH:18][N:19]=2)[CH2:32][CH2:33]1.